From a dataset of Forward reaction prediction with 1.9M reactions from USPTO patents (1976-2016). Predict the product of the given reaction. (1) Given the reactants [Cl:1][C:2]1[CH:3]=[C:4]2[C:8](=[CH:9][CH:10]=1)[C:7](=[O:11])[NH:6][CH:5]2[CH2:12][CH3:13].Br[C:15]1[C:24]2[CH2:23][CH2:22][CH2:21][CH:20]([NH2:25])[C:19]=2[CH:18]=[N:17][CH:16]=1.[C@H]1(N)CCCC[C@@H]1N, predict the reaction product. The product is: [NH2:25][CH:20]1[C:19]2[CH:18]=[N:17][CH:16]=[C:15]([N:6]3[CH:5]([CH2:12][CH3:13])[C:4]4[C:8](=[CH:9][CH:10]=[C:2]([Cl:1])[CH:3]=4)[C:7]3=[O:11])[C:24]=2[CH2:23][CH2:22][CH2:21]1. (2) Given the reactants [Br:1][C:2]1[CH:7]=[CH:6][C:5]([C@H:8]([C:19]2[CH:24]=[CH:23][CH:22]=[CH:21][C:20]=2[CH3:25])[CH2:9][C:10](=O)[CH2:11][C:12]2[CH:17]=[CH:16][CH:15]=[CH:14][N:13]=2)=[CH:4][CH:3]=1.Cl.[NH2:27][OH:28].C([O-])(O)=O.[Na+], predict the reaction product. The product is: [Br:1][C:2]1[CH:7]=[CH:6][C:5]([C@H:8]([C:19]2[CH:24]=[CH:23][CH:22]=[CH:21][C:20]=2[CH3:25])[CH2:9]/[C:10](=[N:27]\[OH:28])/[CH2:11][C:12]2[CH:17]=[CH:16][CH:15]=[CH:14][N:13]=2)=[CH:4][CH:3]=1. (3) The product is: [OH:22][C:19]1([CH2:23][N:24]2[C:29](=[O:30])[C:28]3=[CH:31][CH:32]=[CH:33][N:27]3[N:26]=[CH:25]2)[CH2:18][CH2:17][N:16]([C:14]([C:11]2[CH:12]=[CH:13][C:8]([C:3]3[CH:4]=[CH:5][CH:6]=[CH:7][C:2]=3[NH:1][C:43](=[O:44])[C:42]([CH3:46])=[CH2:41])=[CH:9][CH:10]=2)=[O:15])[CH2:21][CH2:20]1. Given the reactants [NH2:1][C:2]1[CH:7]=[CH:6][CH:5]=[CH:4][C:3]=1[C:8]1[CH:13]=[CH:12][C:11]([C:14]([N:16]2[CH2:21][CH2:20][C:19]([CH2:23][N:24]3[C:29](=[O:30])[C:28]4=[CH:31][CH:32]=[CH:33][N:27]4[N:26]=[CH:25]3)([OH:22])[CH2:18][CH2:17]2)=[O:15])=[CH:10][CH:9]=1.C(N(CC)CC)C.[CH3:41][C:42](=[CH2:46])[C:43](Cl)=[O:44], predict the reaction product. (4) Given the reactants CN(C(ON1N=NC2C=CC=NC1=2)=[N+](C)C)C.F[P-](F)(F)(F)(F)F.C(N(C(C)C)CC)(C)C.[CH3:34][C:35]1[CH:43]=[CH:42][CH:41]=[C:40]([CH3:44])[C:36]=1[C:37]([OH:39])=O.[CH3:45][S:46]([N:49]1[CH2:54][CH:53]=[C:52]([C:55]2[CH:67]=[CH:66][C:58]([CH2:59][C@@H:60]([C:62]([O:64]C)=[O:63])[NH2:61])=[CH:57][CH:56]=2)[CH2:51][CH2:50]1)(=[O:48])=[O:47], predict the reaction product. The product is: [CH3:44][C:40]1[CH:41]=[CH:42][CH:43]=[C:35]([CH3:34])[C:36]=1[C:37]([NH:61][C@H:60]([C:62]([OH:64])=[O:63])[CH2:59][C:58]1[CH:66]=[CH:67][C:55]([C:52]2[CH2:53][CH2:54][N:49]([S:46]([CH3:45])(=[O:47])=[O:48])[CH2:50][CH:51]=2)=[CH:56][CH:57]=1)=[O:39]. (5) Given the reactants [I:1]I.N1C=CN=C1.C1(P(C2C=CC=CC=2)C2C=CC=CC=2)C=CC=CC=1.[Si:27]([O:34][CH2:35][C:36](=[CH2:39])[CH2:37]O)([C:30]([CH3:33])([CH3:32])[CH3:31])([CH3:29])[CH3:28], predict the reaction product. The product is: [I:1][CH2:37][C:36](=[CH2:39])[CH2:35][O:34][Si:27]([C:30]([CH3:33])([CH3:32])[CH3:31])([CH3:29])[CH3:28]. (6) Given the reactants [Mg].II.Br[CH2:5][CH:6]1[CH2:9][CH2:8][CH2:7]1.[C:10]1([S:16]([N:19]2[C:23]3=[N:24][CH:25]=[C:26]([F:28])[CH:27]=[C:22]3[CH:21]=[C:20]2[C:29]([C:31]2[CH:36]=[CH:35][C:34]([S:37][CH3:38])=[CH:33][CH:32]=2)=[O:30])(=[O:18])=[O:17])[CH:15]=[CH:14][CH:13]=[CH:12][CH:11]=1, predict the reaction product. The product is: [C:10]1([S:16]([N:19]2[C:23]3=[N:24][CH:25]=[C:26]([F:28])[CH:27]=[C:22]3[CH:21]=[C:20]2[C:29]([C:31]2[CH:32]=[CH:33][C:34]([S:37][CH3:38])=[CH:35][CH:36]=2)([OH:30])[CH2:5][CH:6]2[CH2:9][CH2:8][CH2:7]2)(=[O:17])=[O:18])[CH:11]=[CH:12][CH:13]=[CH:14][CH:15]=1.